From a dataset of Peptide-MHC class I binding affinity with 185,985 pairs from IEDB/IMGT. Regression. Given a peptide amino acid sequence and an MHC pseudo amino acid sequence, predict their binding affinity value. This is MHC class I binding data. (1) The peptide sequence is TMLSIILVI. The MHC is HLA-A02:01 with pseudo-sequence HLA-A02:01. The binding affinity (normalized) is 0.970. (2) The peptide sequence is HDLMMGYAWI. The MHC is HLA-A23:01 with pseudo-sequence HLA-A23:01. The binding affinity (normalized) is 0.167. (3) The peptide sequence is CLERWMLVA. The MHC is HLA-A30:02 with pseudo-sequence HLA-A30:02. The binding affinity (normalized) is 0.112. (4) The peptide sequence is AEQASQDVKNW. The MHC is HLA-B44:02 with pseudo-sequence HLA-B44:02. The binding affinity (normalized) is 0.777. (5) The peptide sequence is LSPRTLNAW. The MHC is HLA-A02:03 with pseudo-sequence HLA-A02:03. The binding affinity (normalized) is 0. (6) The peptide sequence is SIPPTAGILK. The MHC is HLA-A11:01 with pseudo-sequence HLA-A11:01. The binding affinity (normalized) is 0.741.